This data is from Reaction yield outcomes from USPTO patents with 853,638 reactions. The task is: Predict the reaction yield, written as a fraction of the theoretical maximum amount of product (1.0 means a 100% yield; for example, 0.34 means a 34% yield). (1) The catalyst is O.[Br-].C([N+](CCCC)(CCCC)CCCC)CCC.[Cl-].[Na+].O.C(OCC)C. The product is [CH3:13][C:14]1[CH:15]=[C:16]([CH:17]2[CH2:1][O:2]2)[CH:19]=[CH:20][C:21]=1[CH3:22]. The yield is 0.780. The reactants are [CH3:1][O:2]S([O-])(=O)=O.C[S+](C)C.[OH-].[Na+].[CH3:13][C:14]1[CH:15]=[C:16]([CH:19]=[CH:20][C:21]=1[CH3:22])[CH:17]=O.C(Cl)Cl. (2) The reactants are [Cl:1][C:2]1[CH:7]=[CH:6][N:5]2[N:8]=[CH:9][C:10]([C:11](Cl)=[O:12])=[C:4]2[N:3]=1.[Cl:14][C:15]1[CH:16]=[C:17]([N:21]2[C:25]([NH2:26])=[CH:24][C:23]([CH3:27])=[N:22]2)[CH:18]=[CH:19][CH:20]=1.C(N(CC)C(C)C)(C)C. The catalyst is ClCCl. The product is [Cl:1][C:2]1[CH:7]=[CH:6][N:5]2[N:8]=[CH:9][C:10]([C:11]([NH:26][C:25]3[N:21]([C:17]4[CH:18]=[CH:19][CH:20]=[C:15]([Cl:14])[CH:16]=4)[N:22]=[C:23]([CH3:27])[CH:24]=3)=[O:12])=[C:4]2[N:3]=1. The yield is 0.930. (3) The catalyst is O1CCOCC1.C(OCC)(=O)C. The reactants are [CH3:1][C:2]1[CH:7]=[CH:6][C:5]([C:8](=[O:20])[NH:9][C:10]2[CH:15]=[CH:14][CH:13]=[C:12]([C:16]([F:19])([F:18])[F:17])[CH:11]=2)=[CH:4][C:3]=1[NH:21][C:22]([C:24]1[C:28]2[N:29]=[CH:30][N:31]=[C:32](S(C)=O)[C:27]=2[S:26][CH:25]=1)=[O:23].CCN(C(C)C)C(C)C.[CH3:45][O:46][C:47]1[CH:52]=[CH:51][C:50]([NH2:53])=[CH:49][CH:48]=1. The yield is 0.810. The product is [CH3:45][O:46][C:47]1[CH:52]=[CH:51][C:50]([NH:53][C:32]2[C:27]3[S:26][CH:25]=[C:24]([C:22]([NH:21][C:3]4[CH:4]=[C:5]([C:8](=[O:20])[NH:9][C:10]5[CH:15]=[CH:14][CH:13]=[C:12]([C:16]([F:18])([F:19])[F:17])[CH:11]=5)[CH:6]=[CH:7][C:2]=4[CH3:1])=[O:23])[C:28]=3[N:29]=[CH:30][N:31]=2)=[CH:49][CH:48]=1. (4) The reactants are [CH:1]([C:3]1[CH:8]=[C:7](B2OC(C)(C)C(C)(C)O2)[CH:6]=[CH:5][C:4]=1[N:18]1[CH2:22][CH2:21][C@@H:20]([NH:23][C:24](=[O:30])[O:25][C:26]([CH3:29])([CH3:28])[CH3:27])[CH2:19]1)=[O:2].C(=O)([O-])[O-].[K+].[K+].[C:37]([N:41]1[C:45](=[O:46])[CH:44]=[C:43](Cl)[S:42]1(=[O:49])=[O:48])([CH3:40])([CH3:39])[CH3:38].ClCCl. The catalyst is O1CCOCC1.C1C=CC(P(C2C=CC=CC=2)[C-]2C=CC=C2)=CC=1.C1C=CC(P(C2C=CC=CC=2)[C-]2C=CC=C2)=CC=1.Cl[Pd]Cl.[Fe+2]. The product is [C:37]([N:41]1[C:45](=[O:46])[CH:44]=[C:43]([C:7]2[CH:6]=[CH:5][C:4]([N:18]3[CH2:22][CH2:21][C@@H:20]([NH:23][C:24](=[O:30])[O:25][C:26]([CH3:27])([CH3:28])[CH3:29])[CH2:19]3)=[C:3]([CH:1]=[O:2])[CH:8]=2)[S:42]1(=[O:49])=[O:48])([CH3:40])([CH3:39])[CH3:38]. The yield is 0.730.